From a dataset of Catalyst prediction with 721,799 reactions and 888 catalyst types from USPTO. Predict which catalyst facilitates the given reaction. Reactant: [CH3:1][C:2]1[C:7]([CH2:8][C:9]#[N:10])=[CH:6][CH:5]=[CH:4][N:3]=1.[CH2:11]([OH:13])[CH3:12].[ClH:14]. Product: [ClH:14].[CH3:1][C:2]1[C:7]([CH2:8][C:9](=[NH:10])[O:13][CH2:11][CH3:12])=[CH:6][CH:5]=[CH:4][N:3]=1. The catalyst class is: 2.